Predict the reactants needed to synthesize the given product. From a dataset of Full USPTO retrosynthesis dataset with 1.9M reactions from patents (1976-2016). (1) Given the product [CH:27]1([CH2:26][NH:25][N:16]2[C:17]3[C:22](=[CH:21][CH:20]=[CH:19][CH:18]=3)[C:23]([OH:24])=[C:14]([C:8]3[NH:7][C:6]4[S:5][CH:4]=[C:3]([CH2:2][NH:1][S:44]([C:38]5[CH:43]=[CH:42][CH:41]=[CH:40][CH:39]=5)(=[O:46])=[O:45])[C:11]=4[S:10](=[O:12])(=[O:13])[N:9]=3)[C:15]2=[O:30])[CH2:28][CH2:29]1, predict the reactants needed to synthesize it. The reactants are: [NH2:1][CH2:2][C:3]1[C:11]2[S:10](=[O:13])(=[O:12])[N:9]=[C:8]([C:14]3[C:15](=[O:30])[N:16]([NH:25][CH2:26][CH:27]4[CH2:29][CH2:28]4)[C:17]4[C:22]([C:23]=3[OH:24])=[CH:21][CH:20]=[CH:19][CH:18]=4)[NH:7][C:6]=2[S:5][CH:4]=1.C(N(CC)CC)C.[C:38]1([S:44](Cl)(=[O:46])=[O:45])[CH:43]=[CH:42][CH:41]=[CH:40][CH:39]=1. (2) Given the product [Cl:1][C:2]1[CH:3]=[CH:4][C:5](/[CH:8]=[N:9]/[C:10]([CH3:18])([CH2:20][CH:21]2[CH2:23][CH2:22]2)[C:11]([O:13][C:14]([CH3:17])([CH3:16])[CH3:15])=[O:12])=[CH:6][CH:7]=1, predict the reactants needed to synthesize it. The reactants are: [Cl:1][C:2]1[CH:7]=[CH:6][C:5](/[CH:8]=[N:9]/[CH:10]([CH3:18])[C:11]([O:13][C:14]([CH3:17])([CH3:16])[CH3:15])=[O:12])=[CH:4][CH:3]=1.Br[CH2:20][CH:21]1[CH2:23][CH2:22]1.[OH-].[K+].C(=O)([O-])[O-].[K+].[K+]. (3) The reactants are: C([Mg]Cl)CCC.C([Li])CCC.Br[C:13]1[CH:18]=[CH:17][C:16]([Br:19])=[CH:15][CH:14]=1.CN(C)[CH:22]=[O:23]. Given the product [Br:19][C:16]1[CH:17]=[CH:18][C:13]([CH:22]=[O:23])=[CH:14][CH:15]=1, predict the reactants needed to synthesize it. (4) Given the product [CH3:1][CH:2]([CH2:6][CH2:7][C:8]([O:10][CH2:21][CH2:20][CH2:19][CH2:18][CH2:17][CH2:16][CH2:15][CH2:14][N:11]=[N+:12]=[N-:13])=[O:9])[C:3]([O:5][CH2:21][CH2:20][CH2:19][CH2:18][CH2:17][CH2:16][CH2:15][CH2:14][N:11]=[N+:12]=[N-:13])=[O:4], predict the reactants needed to synthesize it. The reactants are: [CH3:1][CH:2]([CH2:6][CH2:7][C:8]([OH:10])=[O:9])[C:3]([OH:5])=[O:4].[N:11]([CH2:14][CH2:15][CH2:16][CH2:17][CH2:18][CH2:19][CH2:20][CH2:21]O)=[N+:12]=[N-:13].O. (5) Given the product [C:1]([NH:5][S:6]([C:9]1[CH:14]=[CH:13][CH:12]=[C:11]([C:15]2[N:23]3[C:18]([CH:19]=[N:20][C:21]([NH:38][C:36]4[CH:35]=[CH:34][C:32]5[N:33]=[C:29]([C:28]([F:40])([F:39])[F:27])[NH:30][C:31]=5[CH:37]=4)=[N:22]3)=[CH:17][CH:16]=2)[CH:10]=1)(=[O:8])=[O:7])([CH3:4])([CH3:3])[CH3:2], predict the reactants needed to synthesize it. The reactants are: [C:1]([NH:5][S:6]([C:9]1[CH:14]=[CH:13][CH:12]=[C:11]([C:15]2[N:23]3[C:18]([CH:19]=[N:20][C:21](S(C)=O)=[N:22]3)=[CH:17][CH:16]=2)[CH:10]=1)(=[O:8])=[O:7])([CH3:4])([CH3:3])[CH3:2].[F:27][C:28]([F:40])([F:39])[C:29]1[NH:30][C:31]2[CH:37]=[C:36]([NH2:38])[CH:35]=[CH:34][C:32]=2[N:33]=1. (6) Given the product [NH:42]([C:43]([N:24]1[CH2:25][CH:26]([C:27]2[CH:28]=[CH:29][CH:30]=[CH:31][CH:32]=2)[CH:22]([CH2:21][N:13]([C@@H:11]([C:1]2[C:10]3[C:5](=[CH:6][CH:7]=[CH:8][CH:9]=3)[CH:4]=[CH:3][CH:2]=2)[CH3:12])[C:14](=[O:20])[O:15][C:16]([CH3:18])([CH3:19])[CH3:17])[CH2:23]1)=[O:44])[C:36]1[CH:41]=[CH:40][CH:39]=[CH:38][CH:37]=1, predict the reactants needed to synthesize it. The reactants are: [C:1]1([C@H:11]([N:13]([CH2:21][CH:22]2[CH:26]([C:27]3[CH:32]=[CH:31][CH:30]=[CH:29][CH:28]=3)[CH2:25][NH:24][CH2:23]2)[C:14](=[O:20])[O:15][C:16]([CH3:19])([CH3:18])[CH3:17])[CH3:12])[C:10]2[C:5](=[CH:6][CH:7]=[CH:8][CH:9]=2)[CH:4]=[CH:3][CH:2]=1.ClCCl.[C:36]1([N:42]=[C:43]=[O:44])[CH:41]=[CH:40][CH:39]=[CH:38][CH:37]=1. (7) Given the product [C:25]([O:29][C:30]([N:32]1[CH2:37][CH2:36][N:35]([C:38]2[S:39][C:40](=[CH:11][C:8]3[CH:9]=[C:10]4[C:5](=[CH:6][CH:7]=3)[N:4]([CH2:13][C:14]3[CH:19]=[CH:18][C:17]([Cl:20])=[CH:16][C:15]=3[C:21]([F:24])([F:22])[F:23])[N:3]=[C:2]4[Cl:1])[C:41](=[O:43])[N:42]=2)[CH2:34][C@@H:33]1[CH2:44][OH:45])=[O:31])([CH3:28])([CH3:27])[CH3:26], predict the reactants needed to synthesize it. The reactants are: [Cl:1][C:2]1[C:10]2[C:5](=[CH:6][CH:7]=[C:8]([CH:11]=O)[CH:9]=2)[N:4]([CH2:13][C:14]2[CH:19]=[CH:18][C:17]([Cl:20])=[CH:16][C:15]=2[C:21]([F:24])([F:23])[F:22])[N:3]=1.[C:25]([O:29][C:30]([N:32]1[CH2:37][CH2:36][N:35]([C:38]2[S:39][CH2:40][C:41](=[O:43])[N:42]=2)[CH2:34][C@@H:33]1[CH2:44][OH:45])=[O:31])([CH3:28])([CH3:27])[CH3:26].